Dataset: NCI-60 drug combinations with 297,098 pairs across 59 cell lines. Task: Regression. Given two drug SMILES strings and cell line genomic features, predict the synergy score measuring deviation from expected non-interaction effect. Drug 1: CC1C(C(CC(O1)OC2CC(CC3=C2C(=C4C(=C3O)C(=O)C5=C(C4=O)C(=CC=C5)OC)O)(C(=O)CO)O)N)O.Cl. Drug 2: CS(=O)(=O)OCCCCOS(=O)(=O)C. Cell line: SF-268. Synergy scores: CSS=-0.796, Synergy_ZIP=1.00, Synergy_Bliss=1.67, Synergy_Loewe=-2.92, Synergy_HSA=-2.24.